From a dataset of Forward reaction prediction with 1.9M reactions from USPTO patents (1976-2016). Predict the product of the given reaction. (1) Given the reactants Cl.[C:2]([N:5]1[C:13]2[C:8](=[C:9]([CH3:19])[C:10]([CH2:15][C:16]([OH:18])=[O:17])=[C:11]([CH3:14])[CH:12]=2)[CH2:7][CH2:6]1)(=[O:4])[CH3:3].[CH2:20](O)[CH3:21], predict the reaction product. The product is: [C:2]([N:5]1[C:13]2[C:8](=[C:9]([CH3:19])[C:10]([CH2:15][C:16]([O:18][CH2:20][CH3:21])=[O:17])=[C:11]([CH3:14])[CH:12]=2)[CH2:7][CH2:6]1)(=[O:4])[CH3:3]. (2) Given the reactants Cl[C:2]1[N:3]=[C:4]([NH2:20])[C:5]2[N:6]=[CH:7][N:8]([C:18]=2[N:19]=1)[C@@H:9]1[O:17][C@H:14]([CH2:15][OH:16])[C@@H:12]([OH:13])[C@H:10]1[OH:11].[Cl:21][C:22]1[CH:23]=[C:24]([N:29]2[CH2:34][CH2:33][NH:32][CH2:31][CH2:30]2)[CH:25]=[CH:26][C:27]=1[Cl:28], predict the reaction product. The product is: [NH2:20][C:4]1[N:3]=[C:2]([N:32]2[CH2:31][CH2:30][N:29]([C:24]3[CH:25]=[CH:26][C:27]([Cl:28])=[C:22]([Cl:21])[CH:23]=3)[CH2:34][CH2:33]2)[N:19]=[C:18]2[C:5]=1[N:6]=[CH:7][N:8]2[C@H:9]1[C@H:10]([OH:11])[C@H:12]([OH:13])[C@@H:14]([CH2:15][OH:16])[O:17]1.